This data is from Peptide-MHC class I binding affinity with 185,985 pairs from IEDB/IMGT. The task is: Regression. Given a peptide amino acid sequence and an MHC pseudo amino acid sequence, predict their binding affinity value. This is MHC class I binding data. (1) The peptide sequence is QESSFVMMSA. The MHC is HLA-B45:01 with pseudo-sequence HLA-B45:01. The binding affinity (normalized) is 0.787. (2) The peptide sequence is PLILAYFPVFRFL. The MHC is HLA-B58:01 with pseudo-sequence HLA-B58:01. The binding affinity (normalized) is 0.0767. (3) The MHC is HLA-A26:01 with pseudo-sequence HLA-A26:01. The binding affinity (normalized) is 0.0847. The peptide sequence is FQKDAKVLF. (4) The MHC is HLA-A01:01 with pseudo-sequence HLA-A01:01. The binding affinity (normalized) is 0.0847. The peptide sequence is VALFSSCPVAY.